From a dataset of Full USPTO retrosynthesis dataset with 1.9M reactions from patents (1976-2016). Predict the reactants needed to synthesize the given product. (1) Given the product [F:18][CH2:19][CH2:20][C:21]1([N:32]2[CH:36]=[C:35]([C:2]3[N:7]4[CH:8]=[CH:9][N:10]=[C:6]4[CH:5]=[C:4]([C:11]4[CH:12]=[N:13][N:14]([CH3:16])[CH:15]=4)[N:3]=3)[CH:34]=[N:33]2)[CH2:22][N:23]([C:25]([O:27][C:28]([CH3:30])([CH3:31])[CH3:29])=[O:26])[CH2:24]1, predict the reactants needed to synthesize it. The reactants are: Cl[C:2]1[N:7]2[CH:8]=[CH:9][N:10]=[C:6]2[CH:5]=[C:4]([C:11]2[CH:12]=[N:13][N:14]([CH3:16])[CH:15]=2)[N:3]=1.O.[F:18][CH2:19][CH2:20][C:21]1([N:32]2[CH:36]=[C:35](B3OC(C)(C)C(C)(C)O3)[CH:34]=[N:33]2)[CH2:24][N:23]([C:25]([O:27][C:28]([CH3:31])([CH3:30])[CH3:29])=[O:26])[CH2:22]1.C(=O)([O-])[O-].[K+].[K+]. (2) The reactants are: C(NC(C)C)(C)C.C([Li])CCC.[O:13]1[C:17]2([CH2:22][CH2:21][CH:20]([C:23]([O:25][CH2:26][CH3:27])=[O:24])[CH2:19][CH2:18]2)[O:16][CH2:15][CH2:14]1.Cl[C:29]([O:31][CH2:32][CH3:33])=[O:30]. Given the product [O:13]1[C:17]2([CH2:22][CH2:21][C:20]([C:29]([O:31][CH2:32][CH3:33])=[O:30])([C:23]([O:25][CH2:26][CH3:27])=[O:24])[CH2:19][CH2:18]2)[O:16][CH2:15][CH2:14]1, predict the reactants needed to synthesize it. (3) Given the product [ClH:1].[CH2:8]([O:9][C:5](=[NH:6])[CH2:4][O:3][CH3:2])[CH3:7], predict the reactants needed to synthesize it. The reactants are: [ClH:1].[CH3:2][O:3][CH2:4][C:5]#[N:6].[CH3:7][CH2:8][OH:9]. (4) The reactants are: [N:1]1([NH2:7])[CH2:6][CH2:5][CH2:4][CH2:3][CH2:2]1.[C:8]([C:11]1[N:12]=[C:13]([CH:16]2[CH2:21][CH2:20][N:19]([C:22](=[O:34])[CH2:23][N:24]3[C:28]([CH3:29])=[CH:27][C:26]([C:30]([F:33])([F:32])[F:31])=[N:25]3)[CH2:18][CH2:17]2)[S:14][CH:15]=1)(=O)[CH3:9]. Given the product [CH3:29][C:28]1[N:24]([CH2:23][C:22]([N:19]2[CH2:20][CH2:21][CH:16]([C:13]3[S:14][CH:15]=[C:11]([C:8](=[N:7][N:1]4[CH2:6][CH2:5][CH2:4][CH2:3][CH2:2]4)[CH3:9])[N:12]=3)[CH2:17][CH2:18]2)=[O:34])[N:25]=[C:26]([C:30]([F:33])([F:32])[F:31])[CH:27]=1, predict the reactants needed to synthesize it.